From a dataset of NCI-60 drug combinations with 297,098 pairs across 59 cell lines. Regression. Given two drug SMILES strings and cell line genomic features, predict the synergy score measuring deviation from expected non-interaction effect. (1) Drug 1: C1=C(C(=O)NC(=O)N1)F. Drug 2: C1CN(CCN1C(=O)CCBr)C(=O)CCBr. Cell line: SF-539. Synergy scores: CSS=34.3, Synergy_ZIP=-1.39, Synergy_Bliss=0.419, Synergy_Loewe=-3.81, Synergy_HSA=1.65. (2) Drug 1: CN(C)C(=N)N=C(N)N. Drug 2: CC1=C(C(=CC=C1)Cl)NC(=O)C2=CN=C(S2)NC3=CC(=NC(=N3)C)N4CCN(CC4)CCO. Cell line: SW-620. Synergy scores: CSS=-0.581, Synergy_ZIP=6.33, Synergy_Bliss=2.01, Synergy_Loewe=9.05, Synergy_HSA=1.48.